This data is from Reaction yield outcomes from USPTO patents with 853,638 reactions. The task is: Predict the reaction yield, written as a fraction of the theoretical maximum amount of product (1.0 means a 100% yield; for example, 0.34 means a 34% yield). The reactants are [CH3:1][Si](C=[N+]=[N-])(C)C.[Br:8][C:9]1[CH:10]=[CH:11][C:12]([O:17][C:18]2[CH:19]=[CH:20][C:21]3[N:25]=[C:24]([CH2:26][O:27][C:28]4[CH:29]=[C:30]([CH:34]=[CH:35][CH:36]=4)[C:31]([OH:33])=[O:32])[N:23]([CH3:37])[C:22]=3[CH:38]=2)=[N:13][C:14]=1[O:15][CH3:16]. The catalyst is C1(C)C=CC=CC=1.CO. The product is [Br:8][C:9]1[CH:10]=[CH:11][C:12]([O:17][C:18]2[CH:19]=[CH:20][C:21]3[N:25]=[C:24]([CH2:26][O:27][C:28]4[CH:29]=[C:30]([CH:34]=[CH:35][CH:36]=4)[C:31]([O:33][CH3:1])=[O:32])[N:23]([CH3:37])[C:22]=3[CH:38]=2)=[N:13][C:14]=1[O:15][CH3:16]. The yield is 0.490.